From a dataset of Peptide-MHC class I binding affinity with 185,985 pairs from IEDB/IMGT. Regression. Given a peptide amino acid sequence and an MHC pseudo amino acid sequence, predict their binding affinity value. This is MHC class I binding data. (1) The peptide sequence is MSLLDAHIPQL. The MHC is HLA-A02:03 with pseudo-sequence HLA-A02:03. The binding affinity (normalized) is 0.501. (2) The binding affinity (normalized) is 0. The MHC is HLA-A23:01 with pseudo-sequence HLA-A23:01. The peptide sequence is LTGHMLDMY. (3) The peptide sequence is DAYRAIHSL. The MHC is HLA-B14:02 with pseudo-sequence YYSEYRNICTNTDESNLYLWYNFYTWAELAYTWH. The binding affinity (normalized) is 0.599. (4) The peptide sequence is RQGLERALL. The MHC is HLA-B51:01 with pseudo-sequence HLA-B51:01. The binding affinity (normalized) is 0. (5) The peptide sequence is GGNYVHLPL. The MHC is Mamu-B3901 with pseudo-sequence Mamu-B3901. The binding affinity (normalized) is 0.604. (6) The peptide sequence is NADTGHSIY. The MHC is HLA-A01:01 with pseudo-sequence HLA-A01:01. The binding affinity (normalized) is 0.770. (7) The MHC is HLA-A02:17 with pseudo-sequence HLA-A02:17. The binding affinity (normalized) is 0.690. The peptide sequence is FVGKTVWFV. (8) The binding affinity (normalized) is 0. The MHC is HLA-B18:01 with pseudo-sequence HLA-B18:01. The peptide sequence is KDPLITSGC. (9) The peptide sequence is ALMDKSLHV. The binding affinity (normalized) is 0.738. The MHC is HLA-A02:01 with pseudo-sequence HLA-A02:01.